From a dataset of Forward reaction prediction with 1.9M reactions from USPTO patents (1976-2016). Predict the product of the given reaction. (1) Given the reactants [C:1](Cl)(=[O:23])[CH2:2][CH2:3][CH2:4][CH2:5][CH2:6][CH2:7][CH2:8][CH2:9][CH2:10][CH2:11][CH2:12]CCCCCCCCCC.[O:25]=[C:26]([CH2:28][N:29]([C:31](=[NH:33])[NH2:32])[CH3:30])[OH:27].N1C=CC=CC=1.C(=O)=O, predict the reaction product. The product is: [C:1]([NH:33][C:31](=[NH:32])[N:29]([CH2:28][C:26]([OH:27])=[O:25])[CH3:30])(=[O:23])[CH2:2][CH2:3][CH2:4][CH2:5][CH2:6][CH2:7][CH2:8][CH2:9][CH2:10][CH2:11][CH3:12]. (2) Given the reactants [Br:1][C:2]1[CH:7]=[C:6]([N:8]([CH2:10][CH2:11]Cl)[CH3:9])[C:5]([NH2:13])=[CH:4][C:3]=1[CH:14]([F:16])[F:15].[I-].[K+].C(=O)([O-])[O-].[K+].[K+].O, predict the reaction product. The product is: [Br:1][C:2]1[CH:7]=[C:6]2[C:5]([NH:13][CH2:11][CH2:10][N:8]2[CH3:9])=[CH:4][C:3]=1[CH:14]([F:16])[F:15]. (3) Given the reactants [F:1][C:2]1[CH:7]=[C:6]([O:8][CH2:9][CH2:10][CH2:11][CH:12]2[CH2:17][CH2:16][N:15]([C:18]3[O:22][N:21]=[C:20]([CH:23]([CH3:25])[CH3:24])[N:19]=3)[CH2:14][CH2:13]2)[CH:5]=[CH:4][C:3]=1[CH:26]([NH:36]C1C=CC(OC)=CC=1)[C:27]([N:29]1[CH2:33][CH2:32][CH2:31][C@H:30]1[C:34]#[N:35])=[O:28].[O-]S([O-])(=S)=O.[Na+].[Na+], predict the reaction product. The product is: [NH2:36][C@@H:26]([C:3]1[CH:4]=[CH:5][C:6]([O:8][CH2:9][CH2:10][CH2:11][CH:12]2[CH2:17][CH2:16][N:15]([C:18]3[O:22][N:21]=[C:20]([CH:23]([CH3:24])[CH3:25])[N:19]=3)[CH2:14][CH2:13]2)=[CH:7][C:2]=1[F:1])[C:27]([N:29]1[CH2:33][CH2:32][CH2:31][C@H:30]1[C:34]#[N:35])=[O:28]. (4) Given the reactants C(O[C@@H]1[C@@H](OC(=O)C)[C@H](OC(=O)C)[C@@H](COC(=O)C)O[C@H]1O[C:8]1[CH:13]=[CH:12][C:11]([N+]([O-])=O)=[CH:10][CH:9]=1)(=O)C.[CH3:34][OH:35].C[O-:37].[Na+].[CH3:39][C:40]([OH:42])=[O:41], predict the reaction product. The product is: [CH:8]1[CH:9]=[C:10]2[C:39]([C:40]([OH:42])([OH:41])[C:34](=[O:35])[C:11]2=[CH:12][CH:13]=1)=[O:37]. (5) Given the reactants C(O[C:6](=[O:15])[NH:7][C:8]1[CH:13]=[CH:12][C:11]([Cl:14])=[CH:10][CH:9]=1)(C)(C)C.[Li]C(C)(C)C.[C:21]([N:25]=[C:26]=[O:27])([CH3:24])([CH3:23])[CH3:22], predict the reaction product. The product is: [C:21]([N:25]1[C:26](=[O:27])[C:9]2[C:8](=[CH:13][CH:12]=[C:11]([Cl:14])[CH:10]=2)[NH:7][C:6]1=[O:15])([CH3:24])([CH3:23])[CH3:22].